Task: Predict the reactants needed to synthesize the given product.. Dataset: Full USPTO retrosynthesis dataset with 1.9M reactions from patents (1976-2016) Given the product [CH3:22][O:21][CH2:20][C:6]1[N:7]=[C:8]([CH:10]=[CH:11][C:12]2[CH:13]=[CH:14][C:15]([O:18][CH3:19])=[CH:16][CH:17]=2)[O:9][C:5]=1[CH2:3][OH:2], predict the reactants needed to synthesize it. The reactants are: C[O:2][C:3]([C:5]1[O:9][C:8]([CH:10]=[CH:11][C:12]2[CH:17]=[CH:16][C:15]([O:18][CH3:19])=[CH:14][CH:13]=2)=[N:7][C:6]=1[CH2:20][O:21][CH3:22])=O.[H-].[Al+3].[Li+].[H-].[H-].[H-].C(OCC)(=O)C.[NH4+].[Cl-].